Dataset: Reaction yield outcomes from USPTO patents with 853,638 reactions. Task: Predict the reaction yield, written as a fraction of the theoretical maximum amount of product (1.0 means a 100% yield; for example, 0.34 means a 34% yield). (1) The reactants are C(Cl)(=O)C(Cl)=O.CS(C)=O.[Br:11][C:12]1[C:20]2[C:15](=[CH:16][N:17]=[C:18]([CH2:21][OH:22])[CH:19]=2)[O:14][CH:13]=1.CCN(CC)CC. The catalyst is C1COCC1.C(Cl)Cl. The product is [Br:11][C:12]1[C:20]2[C:15](=[CH:16][N:17]=[C:18]([CH:21]=[O:22])[CH:19]=2)[O:14][CH:13]=1. The yield is 0.990. (2) The reactants are [CH2:1]([N:3]1[C:7]([N:8]([CH:25]([CH3:27])[CH3:26])[C:9](=[O:24])[CH2:10][O:11][C:12]2[CH:17]=[CH:16][CH:15]=[C:14]([O:18]COC)[C:13]=2[CH:22]=[O:23])=[CH:6][CH:5]=[N:4]1)[CH3:2].Cl.C(=O)(O)[O-].[Na+]. The catalyst is C1COCC1. The product is [CH2:1]([N:3]1[C:7]([N:8]([CH:25]([CH3:26])[CH3:27])[C:9](=[O:24])[CH2:10][O:11][C:12]2[CH:17]=[CH:16][CH:15]=[C:14]([OH:18])[C:13]=2[CH:22]=[O:23])=[CH:6][CH:5]=[N:4]1)[CH3:2]. The yield is 0.530. (3) The reactants are [F:1][C:2]1[CH:3]=[C:4]2[C:9](=[CH:10][C:11]=1[O:12]C)[N:8]=[C:7]([CH3:14])[CH:6]=[CH:5]2.[NH4+].[OH-]. The yield is 0.930. The catalyst is Br. The product is [F:1][C:2]1[CH:3]=[C:4]2[C:9](=[CH:10][C:11]=1[OH:12])[N:8]=[C:7]([CH3:14])[CH:6]=[CH:5]2. (4) The reactants are [H-].[Na+].[Br:3][C:4]1[CH:9]=[CH:8][C:7]([C:10]2[C:14]3[CH2:15][C:16]4[S:17][CH:18]=[CH:19][C:20]=4[C:13]=3[NH:12][N:11]=2)=[CH:6][CH:5]=1.[CH3:21][Si:22]([CH2:25][CH2:26][O:27][CH2:28]Cl)([CH3:24])[CH3:23]. The catalyst is C1COCC1. The product is [Br:3][C:4]1[CH:9]=[CH:8][C:7]([C:10]2[C:14]3[CH2:15][C:16]4[S:17][CH:18]=[CH:19][C:20]=4[C:13]=3[N:12]([CH2:28][O:27][CH2:26][CH2:25][Si:22]([CH3:24])([CH3:23])[CH3:21])[N:11]=2)=[CH:6][CH:5]=1. The yield is 0.690. (5) The reactants are [CH2:1]([C:8]1[S:12][C:11]([C:13]2[CH:18]=[C:17]([F:19])[CH:16]=[CH:15][C:14]=2[F:20])=[N:10][C:9]=1[C:21](OC)=[O:22])[C:2]1[CH:7]=[CH:6][CH:5]=[CH:4][CH:3]=1.C(C1SC(C2C=C(F)C=CC=2F)=NC=1C(OCC)=O)C1C=CC=CC=1.[Li+].[BH4-]. The catalyst is C1COCC1. The product is [CH2:1]([C:8]1[S:12][C:11]([C:13]2[CH:18]=[C:17]([F:19])[CH:16]=[CH:15][C:14]=2[F:20])=[N:10][C:9]=1[CH2:21][OH:22])[C:2]1[CH:3]=[CH:4][CH:5]=[CH:6][CH:7]=1. The yield is 0.970. (6) The reactants are [OH:1][C:2]1[CH:3]=[C:4]2[C:9](=[CH:10][CH:11]=1)[N:8]=[CH:7][NH:6][C:5]2=[O:12].N1[CH:18]=[CH:17]C=CC=1.[OH2:19]. The catalyst is C(OC(=O)C)(=O)C. The product is [C:17]([O:1][C:2]1[CH:3]=[C:4]2[C:9](=[CH:10][CH:11]=1)[N:8]=[CH:7][NH:6][C:5]2=[O:12])(=[O:19])[CH3:18]. The yield is 0.610. (7) The reactants are Br[C:2]1[CH:19]=[CH:18][C:5]([CH2:6][NH:7][C:8](=[O:17])[O:9][CH2:10][C:11]2[CH:16]=[CH:15][CH:14]=[CH:13][CH:12]=2)=[CH:4][CH:3]=1.[CH3:20][C:21]1([CH3:37])[C:25]([CH3:27])([CH3:26])[O:24][B:23]([B:23]2[O:24][C:25]([CH3:27])([CH3:26])[C:21]([CH3:37])([CH3:20])[O:22]2)[O:22]1.C([O-])(=O)C.[K+]. The catalyst is O1CCOCC1.[Cl-].[Na+].O.C1C=CC(P(C2C=CC=CC=2)[C-]2C=CC=C2)=CC=1.C1C=CC(P(C2C=CC=CC=2)[C-]2C=CC=C2)=CC=1.Cl[Pd]Cl.[Fe+2]. The product is [CH3:20][C:21]1([CH3:37])[C:25]([CH3:27])([CH3:26])[O:24][B:23]([C:2]2[CH:19]=[CH:18][C:5]([CH2:6][NH:7][C:8](=[O:17])[O:9][CH2:10][C:11]3[CH:16]=[CH:15][CH:14]=[CH:13][CH:12]=3)=[CH:4][CH:3]=2)[O:22]1. The yield is 0.690.